Dataset: Kir2.1 potassium channel HTS with 301,493 compounds. Task: Binary Classification. Given a drug SMILES string, predict its activity (active/inactive) in a high-throughput screening assay against a specified biological target. The molecule is S(c1n(c2c(n(c(=O)n(c2=O)C)C)n1)Cc1ccc(cc1)C)Cc1cccnc1. The result is 0 (inactive).